This data is from Peptide-MHC class I binding affinity with 185,985 pairs from IEDB/IMGT. The task is: Regression. Given a peptide amino acid sequence and an MHC pseudo amino acid sequence, predict their binding affinity value. This is MHC class I binding data. (1) The peptide sequence is YKVKYPNL. The MHC is H-2-Db with pseudo-sequence H-2-Db. The binding affinity (normalized) is 0. (2) The peptide sequence is SWFITQRNFF. The MHC is Patr-A0901 with pseudo-sequence Patr-A0901. The binding affinity (normalized) is 0.445. (3) The peptide sequence is IHAEFQASL. The MHC is HLA-B57:01 with pseudo-sequence HLA-B57:01. The binding affinity (normalized) is 0.0847.